From a dataset of Full USPTO retrosynthesis dataset with 1.9M reactions from patents (1976-2016). Predict the reactants needed to synthesize the given product. (1) Given the product [CH2:1]([N:3]1[CH:7]=[C:6]([CH2:8][OH:9])[C:5]([O:13][CH2:14][C:15]2[CH:20]=[CH:19][C:18]([O:21][CH2:22][C:23]3[N:24]=[C:25]([C:29]4[O:30][CH:31]=[CH:32][CH:33]=4)[O:26][C:27]=3[CH3:28])=[C:17]([O:34][CH3:35])[CH:16]=2)=[N:4]1)[CH3:2], predict the reactants needed to synthesize it. The reactants are: [CH2:1]([N:3]1[CH:7]=[C:6]([C:8](OCC)=[O:9])[C:5]([O:13][CH2:14][C:15]2[CH:20]=[CH:19][C:18]([O:21][CH2:22][C:23]3[N:24]=[C:25]([C:29]4[O:30][CH:31]=[CH:32][CH:33]=4)[O:26][C:27]=3[CH3:28])=[C:17]([O:34][CH3:35])[CH:16]=2)=[N:4]1)[CH3:2].[H-].[Al+3].[Li+].[H-].[H-].[H-].O.O.O.O.O.O.O.O.O.O.S([O-])([O-])(=O)=O.[Na+].[Na+]. (2) Given the product [NH2:8][C:9]1[S:10][C:11]2[S:17](=[O:19])(=[O:18])[CH2:16][C:15]3[C:20]([C:29]([O:31][CH2:32][CH3:33])=[O:30])=[N:21][N:22]([CH:23]4[CH2:24][CH2:25][O:26][CH2:27][CH2:28]4)[C:14]=3[C:12]=2[N:13]=1, predict the reactants needed to synthesize it. The reactants are: C(OC([NH:8][C:9]1[S:10][C:11]2[S:17](=[O:19])(=[O:18])[CH2:16][C:15]3[C:20]([C:29]([O:31][CH2:32][CH3:33])=[O:30])=[N:21][N:22]([CH:23]4[CH2:28][CH2:27][O:26][CH2:25][CH2:24]4)[C:14]=3[C:12]=2[N:13]=1)=O)(C)(C)C.C(O)(C(F)(F)F)=O.O. (3) Given the product [C:17]([C:14]1[CH:15]=[C:16]2[C:11](=[CH:12][C:13]=1[O:19][CH3:20])[N:10]=[CH:9][CH:8]=[C:7]2[O:6][C:5]1[CH:21]=[CH:22][C:2]([NH:1][C:23](=[O:31])[O:24][C:25]2[CH:30]=[CH:29][CH:28]=[CH:27][CH:26]=2)=[CH:3][CH:4]=1)#[N:18], predict the reactants needed to synthesize it. The reactants are: [NH2:1][C:2]1[CH:22]=[CH:21][C:5]([O:6][C:7]2[C:16]3[C:11](=[CH:12][C:13]([O:19][CH3:20])=[C:14]([C:17]#[N:18])[CH:15]=3)[N:10]=[CH:9][CH:8]=2)=[CH:4][CH:3]=1.[C:23](Cl)(=[O:31])[O:24][C:25]1[CH:30]=[CH:29][CH:28]=[CH:27][CH:26]=1.C(OCC)(=O)C.O. (4) Given the product [CH3:1][S:2]([O:37][CH2:36][C:34]1[O:33][N:32]=[C:31]([C:28]2[CH:29]=[CH:30][C:25]([C:7]([CH3:6])([C:11]3[CH:16]=[CH:15][C:14]([O:17][CH2:18][C:19]4[CH:24]=[CH:23][CH:22]=[CH:21][N:20]=4)=[CH:13][N:12]=3)[CH:8]([CH3:10])[CH3:9])=[CH:26][CH:27]=2)[N:35]=1)(=[O:4])=[O:3], predict the reactants needed to synthesize it. The reactants are: [CH3:1][S:2](Cl)(=[O:4])=[O:3].[CH3:6][C:7]([C:25]1[CH:30]=[CH:29][C:28]([C:31]2[N:35]=[C:34]([CH2:36][OH:37])[O:33][N:32]=2)=[CH:27][CH:26]=1)([C:11]1[CH:16]=[CH:15][C:14]([O:17][CH2:18][C:19]2[CH:24]=[CH:23][CH:22]=[CH:21][N:20]=2)=[CH:13][N:12]=1)[CH:8]([CH3:10])[CH3:9].CCN(C(C)C)C(C)C.O. (5) Given the product [Cl:4][C:14]1[S:15][C:11]2[CH:10]=[CH:9][C:8]([O:7][CH3:6])=[CH:17][C:12]=2[N:13]=1, predict the reactants needed to synthesize it. The reactants are: S(Cl)([Cl:4])(=O)=O.[CH3:6][O:7][C:8]1[CH:9]=[CH:10][C:11]2[S:15][C:14](S)=[N:13][C:12]=2[CH:17]=1. (6) Given the product [Cl:22][C:6]1[CH:7]=[CH:8][C:9]2[CH2:10][N:11]([CH3:21])[CH2:12][C@@H:13]([C:15]3[S:16][CH:17]=[C:18]([CH3:20])[N:19]=3)[O:14][C:4]=2[N:5]=1, predict the reactants needed to synthesize it. The reactants are: [H-].[Na+].Cl[C:4]1[C:9]([CH2:10][N:11]([CH3:21])[CH2:12][C@@H:13]([C:15]2[S:16][CH:17]=[C:18]([CH3:20])[N:19]=2)[OH:14])=[CH:8][CH:7]=[C:6]([Cl:22])[N:5]=1. (7) The reactants are: C(N(CC)CC)C.[C:8]([O:12][C:13]([N:15]1[CH2:20][CH2:19][C@@H:18]([C:21]2[CH:26]=[CH:25][CH:24]=[CH:23][CH:22]=2)[C@H:17]([CH2:27][OH:28])[CH2:16]1)=[O:14])([CH3:11])([CH3:10])[CH3:9].[CH3:29][S:30](Cl)(=[O:32])=[O:31]. Given the product [C:8]([O:12][C:13]([N:15]1[CH2:20][CH2:19][C@@H:18]([C:21]2[CH:22]=[CH:23][CH:24]=[CH:25][CH:26]=2)[C@H:17]([CH2:27][O:28][S:30]([CH3:29])(=[O:32])=[O:31])[CH2:16]1)=[O:14])([CH3:11])([CH3:10])[CH3:9], predict the reactants needed to synthesize it. (8) Given the product [CH:68]1([CH2:67][O:66][C:65]2[N:64]=[C:63]([C:71]([OH:73])=[O:72])[CH:62]=[CH:61][C:60]=2[N:5]2[CH2:6][CH:3]([O:2][CH3:1])[CH2:4]2)[CH2:69][CH2:70]1, predict the reactants needed to synthesize it. The reactants are: [CH3:1][O:2][CH:3]1[CH2:6][NH:5][CH2:4]1.C1C=CC(P(C2C(C3C(P(C4C=CC=CC=4)C4C=CC=CC=4)=CC=C4C=3C=CC=C4)=C3C(C=CC=C3)=CC=2)C2C=CC=CC=2)=CC=1.C([O-])([O-])=O.[Cs+].[Cs+].Br[C:60]1[CH:61]=[CH:62][C:63]([C:71]([OH:73])=[O:72])=[N:64][C:65]=1[O:66][CH2:67][CH:68]1[CH2:70][CH2:69]1. (9) Given the product [OH:11][CH2:10][C:8]1[CH:9]=[C:2]2[C:3]([CH:4]=[C:22]([C:20]3[N:21]=[C:16]4[CH:15]=[CH:14][C:13]([CH3:12])=[CH:18][N:17]4[CH:19]=3)[C:23](=[O:24])[O:1]2)=[CH:6][CH:7]=1, predict the reactants needed to synthesize it. The reactants are: [OH:1][C:2]1[CH:9]=[C:8]([CH2:10][OH:11])[CH:7]=[CH:6][C:3]=1[CH:4]=O.[CH3:12][C:13]1[CH:14]=[CH:15][C:16]2[N:17]([CH:19]=[C:20]([CH2:22][C:23](OCC)=[O:24])[N:21]=2)[CH:18]=1.N1CCCCC1.C(O)(=O)C.